Dataset: Experimentally validated miRNA-target interactions with 360,000+ pairs, plus equal number of negative samples. Task: Binary Classification. Given a miRNA mature sequence and a target amino acid sequence, predict their likelihood of interaction. (1) The miRNA is hsa-miR-590-3p with sequence UAAUUUUAUGUAUAAGCUAGU. The protein sequence of the target gene is MAAVLQRVERLSNRVVRVLGCNPGPMTLQGTNTYLVGTGPRRILIDTGEPAIPEYISCLKQALTEFNTAIQEIVVTHWHRDHSGGIGDICKSINNDTTYCIKKLPRNPQREEIIGNGEQQYVYLKDGDVIKTEGATLRVLYTPGHTDDHMALLLEEENAIFSGDCILGEGTTVFEDLYDYMNSLKELLKIKADIIYPGHGPVIHNAEAKIQQYISHRNIREQQILTLFRENFEKSFTVMELVKIIYKNTPENLHEMAKHNLLLHLKKLEKEGKIFSNTDPDKKWKAHL. Result: 0 (no interaction). (2) The miRNA is hsa-miR-508-5p with sequence UACUCCAGAGGGCGUCACUCAUG. The protein sequence of the target gene is MAGPRGALLAWCRRQCEGYRGVEIRDLSSSFRDGLAFCAILHRHRPDLLDFDSLSKDNVFENNRLAFEVAEKELGIPALLDPNDMVSMSVPDCLSIMTYVSQYYNHFCSPGQAGVSPPRKGLAPCSPPSVAPTPVEPEDVAQGEELSSGSLSEQGTGQTPSSTCAACQQHVHLVQRYLADGRLYHRHCFRCRRCSSTLLPGAYENGPEEGTFVCAEHCARLGPGTRSGTRPGPFSQPKQQHQQQLAEDAKDVPGGGPSSSAPAGAEADGPKASPEARPQIPTKPRVPGKLQELASPPAGR.... Result: 0 (no interaction). (3) The miRNA is mmu-miR-3093-5p with sequence CGCACCCCGCGGAGCUCACACU. The protein sequence of the target gene is METQADLVSQEPQALLDSALPSKVPAFSDKDSLGDEMLAAALLKAKSQELVTFEDVAVYFIRKEWKRLEPAQRDLYRDVMLENYGNVFSLDRETRTENDQEISEDTRSHGVLLGRFQKDISQGLKFKEAYEREVSLKRPLGNSPGERLNRKMPDFGQVTVEEKLTPRGERSEKYNDFGNSFTVNSNLISHQRLPVGDRPHKCDECSKSFNRTSDLIQHQRIHTGEKPYECNECGKAFSQSSHLIQHQRIHTGEKPYECSDCGKTFSCSSALILHRRIHTGEKPYECNECGKTFSWSSTLT.... Result: 0 (no interaction).